Dataset: Peptide-MHC class I binding affinity with 185,985 pairs from IEDB/IMGT. Task: Regression. Given a peptide amino acid sequence and an MHC pseudo amino acid sequence, predict their binding affinity value. This is MHC class I binding data. (1) The peptide sequence is GLIHACMLV. The MHC is HLA-A02:03 with pseudo-sequence HLA-A02:03. The binding affinity (normalized) is 0.940. (2) The peptide sequence is AIFQSSATK. The MHC is HLA-A11:01 with pseudo-sequence HLA-A11:01. The binding affinity (normalized) is 0.865. (3) The peptide sequence is SYLIRALTL. The MHC is HLA-B08:01 with pseudo-sequence HLA-B08:01. The binding affinity (normalized) is 0.311. (4) The peptide sequence is CIFYDRDDVL. The MHC is HLA-A02:06 with pseudo-sequence HLA-A02:06. The binding affinity (normalized) is 0.233. (5) The peptide sequence is YSELRPDTRY. The MHC is HLA-A24:02 with pseudo-sequence HLA-A24:02. The binding affinity (normalized) is 0.0303. (6) The peptide sequence is KLNWASQIY. The MHC is HLA-B58:01 with pseudo-sequence HLA-B58:01. The binding affinity (normalized) is 0.522. (7) The MHC is HLA-A30:02 with pseudo-sequence HLA-A30:02. The peptide sequence is LLEKCDLQNY. The binding affinity (normalized) is 0.181. (8) The peptide sequence is QEQMISCKF. The MHC is Mamu-B01 with pseudo-sequence Mamu-B01. The binding affinity (normalized) is 0. (9) The peptide sequence is LVGKLNWASQIY. The MHC is HLA-B18:01 with pseudo-sequence HLA-B18:01. The binding affinity (normalized) is 0.196.